This data is from NCI-60 drug combinations with 297,098 pairs across 59 cell lines. The task is: Regression. Given two drug SMILES strings and cell line genomic features, predict the synergy score measuring deviation from expected non-interaction effect. (1) Drug 1: CC(C)(C#N)C1=CC(=CC(=C1)CN2C=NC=N2)C(C)(C)C#N. Drug 2: CN(CC1=CN=C2C(=N1)C(=NC(=N2)N)N)C3=CC=C(C=C3)C(=O)NC(CCC(=O)O)C(=O)O. Cell line: SK-MEL-2. Synergy scores: CSS=-2.50, Synergy_ZIP=0.158, Synergy_Bliss=-2.39, Synergy_Loewe=-3.26, Synergy_HSA=-3.37. (2) Drug 1: CC1=C(C=C(C=C1)NC2=NC=CC(=N2)N(C)C3=CC4=NN(C(=C4C=C3)C)C)S(=O)(=O)N.Cl. Drug 2: CC1C(C(CC(O1)OC2CC(OC(C2O)C)OC3=CC4=CC5=C(C(=O)C(C(C5)C(C(=O)C(C(C)O)O)OC)OC6CC(C(C(O6)C)O)OC7CC(C(C(O7)C)O)OC8CC(C(C(O8)C)O)(C)O)C(=C4C(=C3C)O)O)O)O. Cell line: SF-295. Synergy scores: CSS=7.79, Synergy_ZIP=13.5, Synergy_Bliss=14.8, Synergy_Loewe=15.7, Synergy_HSA=15.6. (3) Drug 1: CN1CCC(CC1)COC2=C(C=C3C(=C2)N=CN=C3NC4=C(C=C(C=C4)Br)F)OC. Drug 2: C1=NNC2=C1C(=O)NC=N2. Cell line: 786-0. Synergy scores: CSS=9.91, Synergy_ZIP=0.258, Synergy_Bliss=2.96, Synergy_Loewe=-2.56, Synergy_HSA=3.22.